From a dataset of Full USPTO retrosynthesis dataset with 1.9M reactions from patents (1976-2016). Predict the reactants needed to synthesize the given product. (1) Given the product [F:11][C:12]([F:22])([F:23])[O:13][C:14]1[CH:21]=[CH:20][C:17]([CH2:18][O:10][C:7]2[CH:8]=[CH:9][C:4]([C:2](=[O:3])[CH3:1])=[CH:5][CH:6]=2)=[CH:16][CH:15]=1, predict the reactants needed to synthesize it. The reactants are: [CH3:1][C:2]([C:4]1[CH:5]=[CH:6][C:7]([OH:10])=[CH:8][CH:9]=1)=[O:3].[F:11][C:12]([F:23])([F:22])[O:13][C:14]1[CH:21]=[CH:20][C:17]([CH2:18]Br)=[CH:16][CH:15]=1.C(=O)([O-])[O-].[K+].[K+]. (2) Given the product [F:7][C:8]1[CH:16]=[CH:15][C:11]([CH2:12][OH:13])=[CH:10][C:9]=1[N+:17]([O-:19])=[O:18], predict the reactants needed to synthesize it. The reactants are: B.O1CCCC1.[F:7][C:8]1[CH:16]=[CH:15][C:11]([C:12](O)=[O:13])=[CH:10][C:9]=1[N+:17]([O-:19])=[O:18].O. (3) Given the product [CH2:1]([O:3][C:4]([CH:6]1[C:11](=[O:12])[N:10]2[N:13]=[CH:14][N:26]=[C:9]2[N:8]([CH2:16][CH2:17][CH:18]([CH3:20])[CH3:19])[C:7]1=[O:21])=[O:5])[CH3:2], predict the reactants needed to synthesize it. The reactants are: [CH2:1]([O:3][C:4]([CH:6]1[C:11](=[O:12])[N:10]2[N:13]=[CH:14]C=[C:9]2[N:8]([CH2:16][CH2:17][CH:18]([CH3:20])[CH3:19])[C:7]1=[O:21])=[O:5])[CH3:2].CC(C)CC[NH:26]C1NN=CN=1. (4) Given the product [Br:1][C:2]1[C:3]2[C:4]3[C:9](=[CH:8][C:7]([C:18]([N:39]4[CH2:40][CH2:41][N:36]([CH3:35])[CH2:37][CH2:38]4)=[O:19])=[CH:6][CH:5]=3)[NH:10][C:11]=2[C:12]([C:15]([NH2:16])=[O:17])=[CH:13][CH:14]=1, predict the reactants needed to synthesize it. The reactants are: [Br:1][C:2]1[CH:14]=[CH:13][C:12]([C:15](=[O:17])[NH2:16])=[C:11]2[C:3]=1[C:4]1[CH:5]=[CH:6][C:7]([C:18](O)=[O:19])=[CH:8][C:9]=1[NH:10]2.C(Cl)CCl.C1C=CC2N(O)N=NC=2C=1.[CH3:35][N:36]1[CH2:41][CH2:40][NH:39][CH2:38][CH2:37]1. (5) Given the product [C:2]([O:7][CH2:8][CH2:9][CH2:10][S:11]([O-:14])(=[O:12])=[O:13])(=[O:6])[C:3]([CH3:5])=[CH2:4].[C:29]1([S+:22]([C:16]2[CH:17]=[CH:18][CH:19]=[CH:20][CH:21]=2)[C:23]2[CH:28]=[CH:27][CH:26]=[CH:25][CH:24]=2)[CH:30]=[CH:31][CH:32]=[CH:33][CH:34]=1, predict the reactants needed to synthesize it. The reactants are: [K].[C:2]([O:7][CH2:8][CH2:9][CH2:10][S:11]([OH:14])(=[O:13])=[O:12])(=[O:6])[C:3]([CH3:5])=[CH2:4].[Cl-].[C:16]1([S+:22]([C:29]2[CH:34]=[CH:33][CH:32]=[CH:31][CH:30]=2)[C:23]2[CH:28]=[CH:27][CH:26]=[CH:25][CH:24]=2)[CH:21]=[CH:20][CH:19]=[CH:18][CH:17]=1. (6) Given the product [Cl:1][C:2]1[CH:3]=[C:4]([CH:20]=[CH:21][CH:22]=1)[CH2:5][NH:6][C:7]([C:8]1[CH:13]=[CH:12][C:11]2[C:10]([CH:9]=1)=[N:16][N:28]([CH2:27][CH:26]([N:25]([CH2:35][CH3:36])[CH2:23][CH3:24])[C:29]1[CH:30]=[CH:31][CH:32]=[CH:33][CH:34]=1)[CH:14]=2)=[O:19], predict the reactants needed to synthesize it. The reactants are: [Cl:1][C:2]1[CH:3]=[C:4]([CH:20]=[CH:21][CH:22]=1)[CH2:5][NH:6][C:7](=[O:19])[C:8]1[CH:13]=[CH:12][C:11]([CH:14]=O)=[C:10]([N+:16]([O-])=O)[CH:9]=1.[CH2:23]([N:25]([CH2:35][CH3:36])[CH:26]([C:29]1[CH:34]=[CH:33][CH:32]=[CH:31][CH:30]=1)[CH2:27][NH2:28])[CH3:24].N1C2C(=CC=CC=2)C=N1. (7) Given the product [O:1]1[CH2:5][CH2:4][O:3][CH:2]1[CH2:6][CH2:7][CH2:8][C:9]1[CH:18]=[C:17]2[C:12]([CH:13]=[CH:14][C:15]([CH2:19][N:20]3[CH2:25][CH2:24][CH:23]([NH:26][C:27](=[O:36])[C:28]4[CH:33]=[CH:32][CH:31]=[C:30]([O:34][CH3:35])[CH:29]=4)[CH2:22][CH2:21]3)=[CH:16]2)=[CH:11][CH:10]=1, predict the reactants needed to synthesize it. The reactants are: [O:1]1[CH2:5][CH2:4][O:3][CH:2]1[CH2:6][CH:7]=[CH:8][C:9]1[CH:18]=[C:17]2[C:12]([CH:13]=[CH:14][C:15]([CH2:19][N:20]3[CH2:25][CH2:24][CH:23]([NH:26][C:27](=[O:36])[C:28]4[CH:33]=[CH:32][CH:31]=[C:30]([O:34][CH3:35])[CH:29]=4)[CH2:22][CH2:21]3)=[CH:16]2)=[CH:11][CH:10]=1. (8) Given the product [NH2:20][CH2:19][C:17]1[CH:16]=[CH:15][N:14]=[C:13]([C:5]2[CH:6]=[C:7]([O:11][CH3:12])[C:8]([O:9][CH3:10])=[C:3]([O:2][CH3:1])[CH:4]=2)[CH:18]=1, predict the reactants needed to synthesize it. The reactants are: [CH3:1][O:2][C:3]1[CH:4]=[C:5]([C:13]2[CH:18]=[C:17]([CH2:19][N:20]3C(=O)C4=CC=CC=C4C3=O)[CH:16]=[CH:15][N:14]=2)[CH:6]=[C:7]([O:11][CH3:12])[C:8]=1[O:9][CH3:10].O.NN. (9) Given the product [F:27][C:13]([F:12])([F:26])[C:14]1[CH:25]=[CH:24][CH:23]=[CH:22][C:15]=1[O:16][C@H:17]1[CH2:21][CH2:20][N:19]([C:2]2[N:7]=[N:6][C:5]([C:8]([O:10][CH3:11])=[O:9])=[CH:4][CH:3]=2)[CH2:18]1, predict the reactants needed to synthesize it. The reactants are: Cl[C:2]1[N:7]=[N:6][C:5]([C:8]([O:10][CH3:11])=[O:9])=[CH:4][CH:3]=1.[F:12][C:13]([F:27])([F:26])[C:14]1[CH:25]=[CH:24][CH:23]=[CH:22][C:15]=1[O:16][C@H:17]1[CH2:21][CH2:20][NH:19][CH2:18]1.C(=O)([O-])[O-].[K+].[K+]. (10) The reactants are: [Br:1][C:2]1[CH:3]=[C:4]2[C:9](=[CH:10][CH:11]=1)[N:8]=[CH:7][C:6]([N+:12]([O-:14])=[O:13])=[C:5]2Cl.[NH2:16][C:17]1[CH:22]=[CH:21][C:20]([C:23]([CH3:27])([CH3:26])[C:24]#[N:25])=[CH:19][CH:18]=1.O. Given the product [Br:1][C:2]1[CH:3]=[C:4]2[C:9](=[CH:10][CH:11]=1)[N:8]=[CH:7][C:6]([N+:12]([O-:14])=[O:13])=[C:5]2[NH:16][C:17]1[CH:18]=[CH:19][C:20]([C:23]([CH3:27])([CH3:26])[C:24]#[N:25])=[CH:21][CH:22]=1, predict the reactants needed to synthesize it.